This data is from Forward reaction prediction with 1.9M reactions from USPTO patents (1976-2016). The task is: Predict the product of the given reaction. (1) Given the reactants [CH2:1]([O:8][C:9](=[O:27])[C@@H:10]([NH:19][C:20]([O:22][C:23]([CH3:26])([CH3:25])[CH3:24])=[O:21])[C:11]1[CH:16]=[CH:15][C:14]([OH:17])=[C:13]([Cl:18])[CH:12]=1)[C:2]1[CH:7]=[CH:6][CH:5]=[CH:4][CH:3]=1.[CH3:28][C:29]([Si:32](Cl)([CH3:34])[CH3:33])([CH3:31])[CH3:30].N1C=CN=C1, predict the reaction product. The product is: [C:23]([O:22][C:20]([NH:19][C@@H:10]([C:11]1[CH:16]=[CH:15][C:14]([O:17][Si:32]([C:29]([CH3:31])([CH3:30])[CH3:28])([CH3:34])[CH3:33])=[C:13]([Cl:18])[CH:12]=1)[C:9]([O:8][CH2:1][C:2]1[CH:7]=[CH:6][CH:5]=[CH:4][CH:3]=1)=[O:27])=[O:21])([CH3:24])([CH3:26])[CH3:25]. (2) Given the reactants [NH2:1][C:2]1[CH:7]=[CH:6][C:5]([CH:8]([C:20]2[CH:25]=[CH:24][C:23]([Cl:26])=[CH:22][C:21]=2[CH3:27])[CH2:9][C:10]([C:12]2[CH:13]=[CH:14][C:15](=[O:19])[N:16]([CH3:18])[CH:17]=2)=[O:11])=[CH:4][CH:3]=1.[CH3:28][S:29](Cl)(=[O:31])=[O:30], predict the reaction product. The product is: [Cl:26][C:23]1[CH:24]=[CH:25][C:20]([CH:8]([C:5]2[CH:6]=[CH:7][C:2]([NH:1][S:29]([CH3:28])(=[O:31])=[O:30])=[CH:3][CH:4]=2)[CH2:9][C:10]([C:12]2[CH:13]=[CH:14][C:15](=[O:19])[N:16]([CH3:18])[CH:17]=2)=[O:11])=[C:21]([CH3:27])[CH:22]=1. (3) Given the reactants [Cl:1][C:2]1[C:3]([C:10]2[C:15]([F:16])=[CH:14][N:13]=[C:12]([O:17][CH3:18])[CH:11]=2)=[N:4][CH:5]=[C:6]([CH2:8]Cl)[N:7]=1.[CH:19]1([C@@H:22]([C:28]2[CH:33]=[CH:32][CH:31]=[C:30]([OH:34])[CH:29]=2)[CH2:23][C:24]([O:26][CH3:27])=[O:25])[CH2:21][CH2:20]1.C([O-])([O-])=O.[Cs+].[Cs+], predict the reaction product. The product is: [Cl:1][C:2]1[N:7]=[C:6]([CH2:8][O:34][C:30]2[CH:29]=[C:28]([C@H:22]([CH:19]3[CH2:20][CH2:21]3)[CH2:23][C:24]([O:26][CH3:27])=[O:25])[CH:33]=[CH:32][CH:31]=2)[CH:5]=[N:4][C:3]=1[C:10]1[C:15]([F:16])=[CH:14][N:13]=[C:12]([O:17][CH3:18])[CH:11]=1. (4) Given the reactants [NH:1]1[C:9]2[C:4](=[CH:5][CH:6]=[CH:7][CH:8]=2)[C:3]([CH2:10][CH2:11][C:12]([NH:14][NH2:15])=[O:13])=[CH:2]1.[F:16][C:17]1[CH:24]=[CH:23][C:20]([CH:21]=O)=[CH:19][CH:18]=1, predict the reaction product. The product is: [F:16][C:17]1[CH:24]=[CH:23][C:20](/[CH:21]=[N:15]/[NH:14][C:12](=[O:13])[CH2:11][CH2:10][C:3]2[C:4]3[C:9](=[CH:8][CH:7]=[CH:6][CH:5]=3)[NH:1][CH:2]=2)=[CH:19][CH:18]=1. (5) Given the reactants CCN(C(C)C)C(C)C.F[C:11]1[N:16]=[CH:15][CH:14]=[CH:13][N:12]=1.[C:17]([N:20]1[C:29]2[C:24](=[CH:25][C:26]([C:30]([O:32][CH2:33][CH3:34])=[O:31])=[N:27][CH:28]=2)[CH:23]([NH2:35])[CH:22]([CH3:36])[CH:21]1[CH:37]1[CH2:39][CH2:38]1)(=[O:19])[CH3:18], predict the reaction product. The product is: [C:17]([N:20]1[C:29]2[C:24](=[CH:25][C:26]([C:30]([O:32][CH2:33][CH3:34])=[O:31])=[N:27][CH:28]=2)[CH:23]([NH:35][C:11]2[N:16]=[CH:15][CH:14]=[CH:13][N:12]=2)[CH:22]([CH3:36])[CH:21]1[CH:37]1[CH2:38][CH2:39]1)(=[O:19])[CH3:18]. (6) Given the reactants CCCC[N+](CCCC)(CCCC)CCCC.O.O.O.[F-].[Si]([O:29][CH:30]([CH2:41][CH2:42][S:43]([CH3:46])(=[O:45])=[O:44])[C:31]([NH:33][C:34]1[CH:39]=[CH:38][C:37]([CH3:40])=[CH:36][N:35]=1)=[O:32])(C(C)(C)C)(C)C.O.CCOC(C)=O, predict the reaction product. The product is: [OH:29][CH:30]([CH2:41][CH2:42][S:43]([CH3:46])(=[O:45])=[O:44])[C:31]([NH:33][C:34]1[CH:39]=[CH:38][C:37]([CH3:40])=[CH:36][N:35]=1)=[O:32]. (7) Given the reactants [C:1]([C:3]1[CH:4]=[C:5]([CH2:9][O:10][C:11]2[CH:12]=[C:13]([O:18][S:19]([C:22]3[CH:27]=[CH:26][CH:25]=[CH:24][C:23]=3[Cl:28])(=[O:21])=[O:20])[CH:14]=[C:15]([CH3:17])[CH:16]=2)[CH:6]=[CH:7][CH:8]=1)#[N:2].Cl.C(=O)([O-])[O-].[NH4+:34].[NH4+], predict the reaction product. The product is: [ClH:28].[C:1]([C:3]1[CH:4]=[C:5]([CH2:9][O:10][C:11]2[CH:12]=[C:13]([O:18][S:19]([C:22]3[CH:27]=[CH:26][CH:25]=[CH:24][C:23]=3[Cl:28])(=[O:21])=[O:20])[CH:14]=[C:15]([CH3:17])[CH:16]=2)[CH:6]=[CH:7][CH:8]=1)(=[NH:34])[NH2:2]. (8) Given the reactants [Br:1][C:2]1[CH:3]=[C:4]2[C:8](=[CH:9][CH:10]=1)[C:7](=[O:11])[NH:6][CH2:5]2.[C:12]([O:16][C:17](=O)[O:18]C(C)(C)C)([CH3:15])([CH3:14])[CH3:13].CO, predict the reaction product. The product is: [Br:1][C:2]1[CH:3]=[C:4]2[C:8](=[CH:9][CH:10]=1)[C:7](=[O:11])[N:6]([C:17]([O:16][C:12]([CH3:15])([CH3:14])[CH3:13])=[O:18])[CH2:5]2.